From a dataset of Full USPTO retrosynthesis dataset with 1.9M reactions from patents (1976-2016). Predict the reactants needed to synthesize the given product. The reactants are: C[O:2][C:3]([C:5]1[N:6]=[N:7][N:8]([C:10]2[CH:15]=[CH:14][CH:13]=[CH:12][C:11]=2[O:16][C:17]2[CH:22]=[CH:21][C:20]([CH3:23])=[CH:19][C:18]=2[OH:24])[CH:9]=1)=[O:4].[OH-].[Li+].Cl. Given the product [OH:24][C:18]1[CH:19]=[C:20]([CH3:23])[CH:21]=[CH:22][C:17]=1[O:16][C:11]1[CH:12]=[CH:13][CH:14]=[CH:15][C:10]=1[N:8]1[CH:9]=[C:5]([C:3]([OH:4])=[O:2])[N:6]=[N:7]1, predict the reactants needed to synthesize it.